Dataset: Forward reaction prediction with 1.9M reactions from USPTO patents (1976-2016). Task: Predict the product of the given reaction. The product is: [Br:1][C:2]1[CH:11]=[C:10]2[C:5]([CH:6]=[CH:7][C:8](=[O:13])[NH:9]2)=[CH:4][CH:3]=1. Given the reactants [Br:1][C:2]1[CH:11]=[C:10]2[C:5]([CH:6]=[CH:7][C:8](Cl)=[N:9]2)=[CH:4][CH:3]=1.[O:13]1CCOCC1, predict the reaction product.